This data is from Forward reaction prediction with 1.9M reactions from USPTO patents (1976-2016). The task is: Predict the product of the given reaction. (1) Given the reactants [CH2:1]([Sn](CCCC)(CCCC)CCCC)[CH:2]=[CH2:3].N#N.[Si:19]([O:26][CH2:27][CH:28]1[CH2:42][C:41]2[C:30](=[CH:31][C:32]3[N+:37]([O-:38])=[N:36][C:35](I)=[N:34][C:33]=3[CH:40]=2)[CH2:29]1)([C:22]([CH3:25])([CH3:24])[CH3:23])([CH3:21])[CH3:20], predict the reaction product. The product is: [CH2:3]([C:35]1[N:36]=[N+:37]([O-:38])[C:32]2[CH:31]=[C:30]3[C:41]([CH2:42][CH:28]([CH2:27][O:26][Si:19]([C:22]([CH3:25])([CH3:24])[CH3:23])([CH3:21])[CH3:20])[CH2:29]3)=[CH:40][C:33]=2[N:34]=1)[CH:2]=[CH2:1]. (2) Given the reactants C(OC([N:8]1[CH2:13][CH2:12][C:11](=O)[CH2:10][CH2:9]1)=O)(C)(C)C.C(O[BH-](OC(=O)C)OC(=O)C)(=O)C.[Na+].C([O:33][C:34]([N:36]1C[CH2:40][CH:39](N)[CH2:38][CH2:37]1)=O)(C)(C)C.[N-:43]=C=O.[F:46][C:47]1[CH:52]=[C:51]([F:53])[CH:50]=[CH:49][CH:48]=1.[ClH:54], predict the reaction product. The product is: [ClH:54].[CH2:37]([N:36]([CH:11]1[CH2:10][CH2:9][NH:8][CH2:13][CH2:12]1)[C:34]([NH:43][C:50]1[CH:49]=[CH:48][C:47]([F:46])=[CH:52][C:51]=1[F:53])=[O:33])[CH2:38][CH2:39][CH3:40]. (3) Given the reactants [C:1]([C:4]1[C:12]2[C:7](=[CH:8][CH:9]=[CH:10][CH:11]=2)[N:6]([CH2:13][C:14]([OH:16])=O)[N:5]=1)(=[O:3])[NH2:2].FC(F)(F)C(O)=O.[OH:24][C:25]1([C:40]([F:43])([F:42])[F:41])[CH2:30][CH2:29][CH2:28][CH:27]([NH:31][C:32]([C@@H:34]2[CH2:39][C@@H:38]3[C@@H:36]([CH2:37]3)[NH:35]2)=[O:33])[CH2:26]1.CCN(C(C)C)C(C)C.CN(C(ON1N=NC2C=CC=CC1=2)=[N+](C)C)C.F[P-](F)(F)(F)(F)F, predict the reaction product. The product is: [OH:24][C:25]1([C:40]([F:43])([F:41])[F:42])[CH2:30][CH2:29][CH2:28][CH:27]([NH:31][C:32]([C@@H:34]2[CH2:39][C@@H:38]3[C@@H:36]([CH2:37]3)[N:35]2[C:14](=[O:16])[CH2:13][N:6]2[C:7]3[C:12](=[CH:11][CH:10]=[CH:9][CH:8]=3)[C:4]([C:1]([NH2:2])=[O:3])=[N:5]2)=[O:33])[CH2:26]1. (4) Given the reactants [NH2:1][C:2]1[CH:7]=[CH:6][C:5]([CH2:8][CH2:9][C:10]2[N:11]=[C:12]([NH:15][C:16](=[O:18])[CH3:17])[S:13][CH:14]=2)=[CH:4][CH:3]=1.I.[C:20](SC)(=[NH:22])[CH3:21], predict the reaction product. The product is: [C:20]([NH:1][C:2]1[CH:7]=[CH:6][C:5]([CH2:8][CH2:9][C:10]2[N:11]=[C:12]([NH:15][C:16](=[O:18])[CH3:17])[S:13][CH:14]=2)=[CH:4][CH:3]=1)(=[NH:22])[CH3:21]. (5) Given the reactants [CH:1]1[C:6]([CH:7]=[O:8])=[CH:5][CH:4]=[C:3]([CH:9]=O)[CH:2]=1.[O:11]1[CH2:16][CH2:15][N:14]([CH2:17][CH2:18][CH2:19][NH2:20])[CH2:13][CH2:12]1.[BH4-].[Na+], predict the reaction product. The product is: [O:11]1[CH2:16][CH2:15][N:14]([CH2:17][CH2:18][CH2:19][NH:20][CH2:9][C:3]2[CH:2]=[CH:1][C:6]([CH:7]=[O:8])=[CH:5][CH:4]=2)[CH2:13][CH2:12]1. (6) Given the reactants [Si:1]([O:18][CH2:19][C:20]1[C:21]([N:35]2[CH2:40][C@H:39]([CH3:41])[O:38][C@H:37]([CH3:42])[CH2:36]2)=[C:22]([F:34])[C:23]2[O:27][N:26]=[C:25]([C:28]([O:30]CC)=O)[C:24]=2[CH:33]=1)([C:14]([CH3:17])([CH3:16])[CH3:15])([C:8]1[CH:13]=[CH:12][CH:11]=[CH:10][CH:9]=1)[C:2]1[CH:7]=[CH:6][CH:5]=[CH:4][CH:3]=1.[CH3:43][C:44]([NH2:47])([CH3:46])[CH3:45], predict the reaction product. The product is: [C:44]([NH:47][C:28]([C:25]1[C:24]2[CH:33]=[C:20]([CH2:19][O:18][Si:1]([C:14]([CH3:15])([CH3:17])[CH3:16])([C:2]3[CH:7]=[CH:6][CH:5]=[CH:4][CH:3]=3)[C:8]3[CH:9]=[CH:10][CH:11]=[CH:12][CH:13]=3)[C:21]([N:35]3[CH2:40][C@H:39]([CH3:41])[O:38][C@H:37]([CH3:42])[CH2:36]3)=[C:22]([F:34])[C:23]=2[O:27][N:26]=1)=[O:30])([CH3:46])([CH3:45])[CH3:43]. (7) Given the reactants Br[C:2]1[CH:7]=[CH:6][C:5]([N:8]2[CH:12]=[N:11][C:10]([CH3:13])=[N:9]2)=[C:4]([O:14][CH3:15])[CH:3]=1.C(P(C(C)(C)C)C1C=CC=CC=1C1C=CC=CC=1)(C)(C)C.[CH3:37][N:38](C=O)C, predict the reaction product. The product is: [CH3:15][O:14][C:4]1[CH:3]=[C:2]([CH:7]=[CH:6][C:5]=1[N:8]1[CH:12]=[N:11][C:10]([CH3:13])=[N:9]1)[C:37]#[N:38]. (8) Given the reactants [Br:1][C:2]1[CH:3]=[C:4]([CH:13]2[CH2:15][CH2:14]2)[C:5]([O:9][CH2:10][CH2:11][CH3:12])=[C:6]([CH:8]=1)[NH2:7].[CH:16]1([C:19]2[CH:24]=[CH:23][C:22]([N:25]=[C:26]=[O:27])=[CH:21][CH:20]=2)[CH2:18][CH2:17]1, predict the reaction product. The product is: [Br:1][C:2]1[CH:3]=[C:4]([CH:13]2[CH2:15][CH2:14]2)[C:5]([O:9][CH2:10][CH2:11][CH3:12])=[C:6]([NH:7][C:26]([NH:25][C:22]2[CH:23]=[CH:24][C:19]([CH:16]3[CH2:17][CH2:18]3)=[CH:20][CH:21]=2)=[O:27])[CH:8]=1. (9) Given the reactants [Si:1]([O:8][CH2:9][C@@H:10]1[C@H:14]2[O:15][C:16]([CH3:19])([CH3:18])[O:17][C@H:13]2[C@H:12]([N:20]2[CH:28]=[N:27][C:26]3[C:21]2=[N:22][C:23](I)=[N:24][C:25]=3[NH:29][CH2:30][CH:31]([C:38]2[CH:43]=[CH:42][CH:41]=[CH:40][CH:39]=2)[C:32]2[CH:37]=[CH:36][CH:35]=[CH:34][CH:33]=2)[O:11]1)([C:4]([CH3:7])([CH3:6])[CH3:5])([CH3:3])[CH3:2].[CH2:45]([NH2:53])[CH2:46][C:47]1[CH:52]=[CH:51][CH:50]=[CH:49][CH:48]=1.[O:54]1CCC[CH2:55]1, predict the reaction product. The product is: [Si:1]([O:8][CH2:9][C@@H:10]1[C@H:14]2[O:15][C:16]([CH3:19])([CH3:18])[O:17][C@H:13]2[C@H:12]([N:20]2[CH:28]=[N:27][C:26]3[C:21]2=[N:22][C:23]([C:55]([NH:53][CH2:45][CH2:46][C:47]2[CH:52]=[CH:51][CH:50]=[CH:49][CH:48]=2)=[O:54])=[N:24][C:25]=3[NH:29][CH2:30][CH:31]([C:38]2[CH:43]=[CH:42][CH:41]=[CH:40][CH:39]=2)[C:32]2[CH:37]=[CH:36][CH:35]=[CH:34][CH:33]=2)[O:11]1)([C:4]([CH3:7])([CH3:6])[CH3:5])([CH3:3])[CH3:2]. (10) Given the reactants CC(C[AlH]CC(C)C)C.[CH3:10][O:11][C@@H:12]1[O:17][C@@H:16]([CH2:18][CH2:19]/[CH:20]=[CH:21]\[C@@H:22]([C@@H:24]2[C@@H:29]([CH3:30])[CH2:28][O:27][CH:26]([C:31]3[CH:36]=[CH:35][C:34]([O:37][CH3:38])=[CH:33][CH:32]=3)[O:25]2)[CH3:23])[C@H:15]([CH3:39])[C@H:14]([O:40][CH2:41][O:42][CH3:43])[C@H:13]1[CH3:44].CC(OI1(OC(C)=O)(OC(C)=O)OC(=O)C2C=CC=CC1=2)=O, predict the reaction product. The product is: [CH3:38][O:37][C:34]1[CH:33]=[CH:32][C:31]([CH2:26][O:25][C@@H:24]([C@@H:22]([CH3:23])/[CH:21]=[CH:20]\[CH2:19][CH2:18][C@H:16]2[C@H:15]([CH3:39])[C@H:14]([O:40][CH2:41][O:42][CH3:43])[C@@H:13]([CH3:44])[C@H:12]([O:11][CH3:10])[O:17]2)[C@@H:29]([CH3:30])[CH:28]=[O:27])=[CH:36][CH:35]=1.